From a dataset of Reaction yield outcomes from USPTO patents with 853,638 reactions. Predict the reaction yield, written as a fraction of the theoretical maximum amount of product (1.0 means a 100% yield; for example, 0.34 means a 34% yield). The reactants are [CH2:1]([O:3][C:4]([C:7]1[CH:11]=[C:10]([NH:12][C:13](=[O:21])OC2C=CC=CC=2)[N:9]([C:22]2[CH:27]=[CH:26][CH:25]=[CH:24][CH:23]=2)[N:8]=1)([CH3:6])[CH3:5])[CH3:2].[CH3:28][O:29][C:30]1[CH:31]=[C:32]2[C:37](=[CH:38][C:39]=1[O:40][CH3:41])[N:36]=[CH:35][N:34]=[C:33]2[O:42][C:43]1[CH:44]=[C:45]([CH:47]=[CH:48][CH:49]=1)[NH2:46].C(N(CC)C(C)C)(C)C. The catalyst is C1COCC1. The product is [CH3:28][O:29][C:30]1[CH:31]=[C:32]2[C:37](=[CH:38][C:39]=1[O:40][CH3:41])[N:36]=[CH:35][N:34]=[C:33]2[O:42][C:43]1[CH:44]=[C:45]([NH:46][C:13]([NH:12][C:10]2[N:9]([C:22]3[CH:23]=[CH:24][CH:25]=[CH:26][CH:27]=3)[N:8]=[C:7]([C:4]([O:3][CH2:1][CH3:2])([CH3:5])[CH3:6])[CH:11]=2)=[O:21])[CH:47]=[CH:48][CH:49]=1. The yield is 0.600.